This data is from Catalyst prediction with 721,799 reactions and 888 catalyst types from USPTO. The task is: Predict which catalyst facilitates the given reaction. (1) Reactant: [CH3:1]O.[N+:3]([C:6]1[CH:10]=[CH:9][NH:8][N:7]=1)([O-:5])=[O:4].[C:11]1(P([C:11]2[CH:16]=CC=[CH:13][CH:12]=2)[C:11]2[CH:16]=CC=[CH:13][CH:12]=2)[CH:16]=CC=[CH:13][CH:12]=1.N([C:38]([O:40][CH:41]([CH3:43])[CH3:42])=[O:39])=N[C:38]([O:40][CH:41]([CH3:43])[CH3:42])=[O:39]. Product: [N+:3]([C:6]1[CH:10]=[CH:9][N:8]([CH2:1][C:41]2([O:40][CH:38]3[CH2:13][CH2:12][CH2:11][CH2:16][O:39]3)[CH2:42][CH2:43]2)[N:7]=1)([O-:5])=[O:4]. The catalyst class is: 7. (2) Reactant: [F:1][C:2]1[C:3]([NH:12][C:13]2([CH3:19])[CH2:17][CH2:16][CH2:15][CH:14]2[NH2:18])=[N:4][CH:5]=[C:6]([C:8]([F:11])([F:10])[F:9])[CH:7]=1.[N:20]1[N:21]([C:25]2[C:26]([C:31](O)=[O:32])=[N:27][CH:28]=[CH:29][CH:30]=2)[N:22]=[CH:23][CH:24]=1.C(Cl)CCl.N1C2C(=NC=CC=2)N(O)N=1.C(N(CC)CC)C. Product: [F:1][C:2]1[C:3]([NH:12][C:13]2([CH3:19])[CH2:17][CH2:16][CH2:15][CH:14]2[NH:18][C:31]([C:26]2[C:25]([N:21]3[N:22]=[CH:23][CH:24]=[N:20]3)=[CH:30][CH:29]=[CH:28][N:27]=2)=[O:32])=[N:4][CH:5]=[C:6]([C:8]([F:11])([F:9])[F:10])[CH:7]=1. The catalyst class is: 2. (3) Reactant: C([N:4]1[CH2:9][CH2:8][N:7]([C:10]2[N:11]=[CH:12][C:13]3[CH:19]=[C:18]([C:20]4[CH:25]=[CH:24][CH:23]=[CH:22][CH:21]=4)[C:17]([C:26]4[CH:33]=[CH:32][C:29]([CH:30]=O)=[CH:28][CH:27]=4)=[N:16][C:14]=3[N:15]=2)[CH2:6][CH2:5]1)(=O)C.F[C:35](F)(F)[C:36]([OH:38])=O.[NH:41]1[CH2:46][CH2:45][CH:44]([C:47]2[NH:48][C:49]([C:52]3[CH:57]=[CH:56][CH:55]=[CH:54][N:53]=3)=[N:50][N:51]=2)[CH2:43][CH2:42]1.CCN(CC)CC.CC(O)=O.C(O[BH-](OC(=O)C)OC(=O)C)(=O)C.[Na+]. Product: [C:36]([N:4]1[CH2:5][CH2:6][N:7]([C:10]2[N:11]=[CH:12][C:13]3[CH:19]=[C:18]([C:20]4[CH:21]=[CH:22][CH:23]=[CH:24][CH:25]=4)[C:17]([C:26]4[CH:33]=[CH:32][C:29]([CH2:30][N:41]5[CH2:46][CH2:45][CH:44]([C:47]6[NH:48][C:49]([C:52]7[CH:57]=[CH:56][CH:55]=[CH:54][N:53]=7)=[N:50][N:51]=6)[CH2:43][CH2:42]5)=[CH:28][CH:27]=4)=[N:16][C:14]=3[N:15]=2)[CH2:8][CH2:9]1)(=[O:38])[CH3:35]. The catalyst class is: 31. (4) Product: [CH2:1]([C:3]1[C:4](=[O:15])[N:5]([C:9]2[CH:10]=[CH:11][CH:12]=[CH:13][CH:14]=2)[N:6]([CH3:17])[C:7]=1[CH3:8])[CH3:2]. The catalyst class is: 10. Reactant: [CH2:1]([C:3]1[C:4](=[O:15])[N:5]([C:9]2[CH:14]=[CH:13][CH:12]=[CH:11][CH:10]=2)[NH:6][C:7]=1[CH3:8])[CH3:2].I[CH3:17].